This data is from Reaction yield outcomes from USPTO patents with 853,638 reactions. The task is: Predict the reaction yield, written as a fraction of the theoretical maximum amount of product (1.0 means a 100% yield; for example, 0.34 means a 34% yield). (1) The reactants are [C:1]1([C:7]2[CH:15]=[C:14]3[C:10]([CH2:11][C:12](=[O:16])[NH:13]3)=[CH:9][CH:8]=2)[CH:6]=[CH:5][CH:4]=[CH:3][CH:2]=1.[CH:17]([C:19]1[NH:20][C:21]2[CH2:22][CH2:23][CH2:24][CH2:25][C:26]=2[C:27]=1[CH2:28][CH2:29][C:30]([OH:32])=[O:31])=O. The catalyst is N1CCCCC1.C(O)C. The product is [O:16]=[C:12]1[C:11](=[CH:17][C:19]2[NH:20][C:21]3[CH2:22][CH2:23][CH2:24][CH2:25][C:26]=3[C:27]=2[CH2:28][CH2:29][C:30]([OH:32])=[O:31])[C:10]2[C:14](=[CH:15][C:7]([C:1]3[CH:2]=[CH:3][CH:4]=[CH:5][CH:6]=3)=[CH:8][CH:9]=2)[NH:13]1. The yield is 0.310. (2) The reactants are [C:1]([C:3]1[CH:4]=[C:5]2[C:10](=[CH:11][C:12]=1[O:13][C:14]1[CH:22]=[CH:21][C:17]([C:18]([OH:20])=O)=[CH:16][CH:15]=1)[O:9][CH2:8][CH2:7][CH:6]2[C:23]([O:25][CH3:26])=[O:24])#[N:2].C1C=NC2N(O)N=NC=2C=1.Cl.C(N=C=NCCCN(C)C)C.[NH2:49][C:50]1[CH:59]=[C:58]2[C:53]([CH2:54][CH2:55][N:56]([C:60]([O:62][C:63]([CH3:66])([CH3:65])[CH3:64])=[O:61])[CH2:57]2)=[CH:52][CH:51]=1. The catalyst is CN(C)C=O.O. The product is [C:1]([C:3]1[CH:4]=[C:5]2[C:10](=[CH:11][C:12]=1[O:13][C:14]1[CH:15]=[CH:16][C:17]([C:18]([NH:49][C:50]3[CH:59]=[C:58]4[C:53]([CH2:54][CH2:55][N:56]([C:60]([O:62][C:63]([CH3:66])([CH3:65])[CH3:64])=[O:61])[CH2:57]4)=[CH:52][CH:51]=3)=[O:20])=[CH:21][CH:22]=1)[O:9][CH2:8][CH2:7][CH:6]2[C:23]([O:25][CH3:26])=[O:24])#[N:2]. The yield is 0.590.